Dataset: Reaction yield outcomes from USPTO patents with 853,638 reactions. Task: Predict the reaction yield, written as a fraction of the theoretical maximum amount of product (1.0 means a 100% yield; for example, 0.34 means a 34% yield). (1) The reactants are Br[CH2:2][CH2:3][CH2:4][CH2:5][CH2:6][CH:7]=[CH2:8].[S:9]([C:13]1[CH:19]=[CH:18][C:16]([CH3:17])=[CH:15][CH:14]=1)([OH:12])(=[O:11])=[O:10].[CH3:20][NH:21]CCCCC=C. No catalyst specified. The product is [S:9]([C:13]1[CH:19]=[CH:18][C:16]([CH3:17])=[CH:15][CH:14]=1)([OH:12])(=[O:11])=[O:10].[CH3:20][NH:21][CH2:2][CH2:3][CH2:4][CH2:5][CH:6]=[CH:7][CH3:8]. The yield is 1.00. (2) The reactants are C([O:8][C:9]1[CH:18]=[C:17]2[C:12]([C:13]([O:19][C:20]3[CH:25]=[CH:24][C:23]([Cl:26])=[CH:22][C:21]=3[F:27])=[N:14][CH:15]=[N:16]2)=[CH:11][C:10]=1[O:28][CH3:29])C1C=CC=CC=1. The catalyst is C(O)(C(F)(F)F)=O.C1(C)C=CC=CC=1. The product is [Cl:26][C:23]1[CH:24]=[CH:25][C:20]([O:19][C:13]2[C:12]3[C:17](=[CH:18][C:9]([OH:8])=[C:10]([O:28][CH3:29])[CH:11]=3)[N:16]=[CH:15][N:14]=2)=[C:21]([F:27])[CH:22]=1. The yield is 0.900. (3) The reactants are [C:1]([O:5][C:6]([N:8]1[CH2:13][CH2:12][CH:11]([C:14](=O)[C:15]2[CH:20]=[CH:19][CH:18]=[C:17]([O:21][CH3:22])[C:16]=2[F:23])[CH2:10][CH2:9]1)=[O:7])([CH3:4])([CH3:3])[CH3:2].Cl.[NH2:26][OH:27].N1C=CC=CC=1. The catalyst is O. The product is [C:1]([O:5][C:6]([N:8]1[CH2:13][CH2:12][CH:11]([C:14]([C:15]2[CH:20]=[CH:19][CH:18]=[C:17]([O:21][CH3:22])[C:16]=2[F:23])=[N:26][OH:27])[CH2:10][CH2:9]1)=[O:7])([CH3:4])([CH3:3])[CH3:2]. The yield is 0.960. (4) The reactants are [CH3:1][C:2]1[CH:11]=[CH:10][C:9]2[C:4](=[CH:5][CH:6]=[CH:7][C:8]=2[N:12]2[CH2:17][CH2:16][N:15]([CH2:18][CH2:19][C:20]3[CH:21]=[C:22]([CH:24]=[CH:25][CH:26]=3)[NH2:23])[CH2:14][CH2:13]2)[N:3]=1.[C:27]1([CH2:33][C:34](Cl)=[O:35])[CH:32]=[CH:31][CH:30]=[CH:29][CH:28]=1. No catalyst specified. The product is [CH3:1][C:2]1[CH:11]=[CH:10][C:9]2[C:4](=[CH:5][CH:6]=[CH:7][C:8]=2[N:12]2[CH2:13][CH2:14][N:15]([CH2:18][CH2:19][C:20]3[CH:21]=[C:22]([NH:23][C:34](=[O:35])[CH2:33][C:27]4[CH:32]=[CH:31][CH:30]=[CH:29][CH:28]=4)[CH:24]=[CH:25][CH:26]=3)[CH2:16][CH2:17]2)[N:3]=1. The yield is 0.640. (5) The reactants are [C:1]1(=[O:14])[C:6]2[CH:7]=[C:8]3[N:13]([C:5]=2[CH:4]=[CH:3][NH:2]1)[CH2:12][CH2:11][CH2:10][CH2:9]3.Br[C:16]1[N:23]=[CH:22][CH:21]=[C:20]([Cl:24])[C:17]=1[CH:18]=[O:19].COC1C2C(=C3C(=CC=2)C(OC)=CC=N3)N=CC=1.C([O-])([O-])=O.[K+].[K+]. The catalyst is [Cu]I.O1CCOCC1. The product is [Cl:24][C:20]1[C:17]([CH:18]=[O:19])=[C:16]([N:2]2[CH:3]=[CH:4][C:5]3[N:13]4[C:8]([CH2:9][CH2:10][CH2:11][CH2:12]4)=[CH:7][C:6]=3[C:1]2=[O:14])[N:23]=[CH:22][CH:21]=1. The yield is 0.210.